From a dataset of Forward reaction prediction with 1.9M reactions from USPTO patents (1976-2016). Predict the product of the given reaction. (1) The product is: [F:2][C:3]1[CH:8]=[C:7]([C:9]([F:10])([F:11])[F:12])[CH:6]=[CH:5][C:4]=1[C@H:13]1[CH2:18][CH2:17][N:16]([CH2:45][C:37]2[N:36]([CH3:35])[C:44]3[CH:43]=[CH:42][N:41]=[CH:40][C:39]=3[N:38]=2)[CH2:15][C@H:14]1[CH3:19]. Given the reactants Cl.[F:2][C:3]1[CH:8]=[C:7]([C:9]([F:12])([F:11])[F:10])[CH:6]=[CH:5][C:4]=1[C@H:13]1[CH2:18][CH2:17][NH:16][CH2:15][C@H:14]1[CH3:19].C(N(CC)CC)C.[O-]S([O-])(=O)=O.[Mg+2].O.Cl.[CH3:35][N:36]1[C:44]2[CH:43]=[CH:42][N:41]=[CH:40][C:39]=2[N:38]=[C:37]1[CH:45]=O.[BH-](OC(C)=O)(OC(C)=O)OC(C)=O.[Na+], predict the reaction product. (2) The product is: [CH2:16]([O:15][C:14]1[C:13]([C:23]([NH:25][CH2:26][C:27]2[CH:32]=[CH:31][C:30]([F:33])=[CH:29][CH:28]=2)=[O:24])=[N:12][C:11]([C:34]2[O:36][C:38]([CH3:37])=[N:39][N:49]=2)=[CH:10][C:9]=1[O:8][CH2:1][C:2]1[CH:7]=[CH:6][CH:5]=[CH:4][CH:3]=1)[C:17]1[CH:22]=[CH:21][CH:20]=[CH:19][CH:18]=1. Given the reactants [CH2:1]([O:8][C:9]1[C:14]([O:15][CH2:16][C:17]2[CH:22]=[CH:21][CH:20]=[CH:19][CH:18]=2)=[C:13]([C:23]([NH:25][CH2:26][C:27]2[CH:32]=[CH:31][C:30]([F:33])=[CH:29][CH:28]=2)=[O:24])[N:12]=[C:11]([C:34]([OH:36])=O)[CH:10]=1)[C:2]1[CH:7]=[CH:6][CH:5]=[CH:4][CH:3]=1.[CH3:37][CH2:38][N:39](CC)CC.C1[N:49](P(Cl)(N2C(=O)OCC2)=O)C(=O)OC1.O=P(Cl)(Cl)Cl.[OH-].[Na+], predict the reaction product. (3) Given the reactants Br[C:2]1[CH:12]=[CH:11][C:5]2[S:6][CH:7]=[C:8]([CH2:9][OH:10])[C:4]=2[CH:3]=1.[CH:13]([N:16]1[CH2:21][CH2:20][NH:19][CH2:18][CH2:17]1)([CH3:15])[CH3:14].N12CCCN=C1CCCCC2.C1C[O:36][CH2:35]C1, predict the reaction product. The product is: [OH:10][CH2:9][C:8]1[C:4]2[CH:3]=[C:2]([C:35]([N:19]3[CH2:20][CH2:21][N:16]([CH:13]([CH3:15])[CH3:14])[CH2:17][CH2:18]3)=[O:36])[CH:12]=[CH:11][C:5]=2[S:6][CH:7]=1. (4) Given the reactants Cl[C:2]1[C:3](=[O:15])[N:4](C2CCCCO2)[N:5]=[CH:6][C:7]=1Cl.[F:16][C:17]1[CH:22]=[CH:21][CH:20]=[C:19]([F:23])[C:18]=1[OH:24].C[O:26][C:27](=[O:37])[CH:28](Br)[CH2:29][CH:30]1[CH2:35][CH2:34][CH2:33][CH2:32][CH2:31]1, predict the reaction product. The product is: [CH:30]1([CH2:29][CH:28]([N:4]2[C:3](=[O:15])[CH:2]=[C:7]([O:24][C:18]3[C:17]([F:16])=[CH:22][CH:21]=[CH:20][C:19]=3[F:23])[CH:6]=[N:5]2)[C:27]([OH:26])=[O:37])[CH2:35][CH2:34][CH2:33][CH2:32][CH2:31]1. (5) Given the reactants [F:1][CH:2]([F:24])[CH2:3][O:4][C:5]1[C:6]([CH3:23])=[CH:7][C:8]([CH2:11][N:12]2C(=O)C3C(=CC=CC=3)C2=O)=[N:9][CH:10]=1.O.NN, predict the reaction product. The product is: [F:24][CH:2]([F:1])[CH2:3][O:4][C:5]1[C:6]([CH3:23])=[CH:7][C:8]([CH2:11][NH2:12])=[N:9][CH:10]=1. (6) Given the reactants [C:1]([O:5][C:6]([N:8]1[C@H:17]([CH2:18][C:19]([OH:21])=O)[CH2:16][C:15]2[C:10](=[CH:11][CH:12]=[CH:13][CH:14]=2)[CH2:9]1)=[O:7])([CH3:4])([CH3:3])[CH3:2].[NH:22]1[CH2:27][CH2:26][O:25][CH2:24][CH2:23]1.C(N(CC)CC)C.OC1C2N=NNC=2C=CC=1, predict the reaction product. The product is: [O:25]1[CH2:26][CH2:27][N:22]([C:19](=[O:21])[CH2:18][C@@H:17]2[CH2:16][C:15]3[C:10](=[CH:11][CH:12]=[CH:13][CH:14]=3)[CH2:9][N:8]2[C:6]([O:5][C:1]([CH3:4])([CH3:2])[CH3:3])=[O:7])[CH2:23][CH2:24]1. (7) Given the reactants C[O:2][CH2:3][C@H:4]([CH3:39])[O:5][C:6]1[CH:7]=[C:8]([CH:25]=[C:26]([C:28]2[NH:29][C:30]([C:33]3[O:34][C@@H:35]([CH3:38])[CH2:36][N:37]=3)=[CH:31][CH:32]=2)[CH:27]=1)[O:9][C:10]1[CH:11]=[CH:12][C:13]([C:16]([N:18]2[CH2:23][CH2:22][N:21]([CH3:24])[CH2:20][CH2:19]2)=[O:17])=[N:14][CH:15]=1.B(Br)(Br)Br.C(=O)([O-])O.[Na+], predict the reaction product. The product is: [CH3:38][C@@H:35]1[O:34][C:33]([C:30]2[NH:29][C:28]([C:26]3[CH:27]=[C:6]([CH:7]=[C:8]([O:9][C:10]4[CH:15]=[N:14][C:13]([C:16]([N:18]5[CH2:19][CH2:20][N:21]([CH3:24])[CH2:22][CH2:23]5)=[O:17])=[CH:12][CH:11]=4)[CH:25]=3)[O:5][C@@H:4]([CH3:39])[CH2:3][OH:2])=[CH:32][CH:31]=2)=[N:37][CH2:36]1. (8) Given the reactants [Cl:1][C:2]1[N:7]=[C:6]([C:8]2[CH:13]=[CH:12][CH:11]=[CH:10][CH:9]=2)[N:5]=[C:4]([C:14]([NH:16][C:17]2[CH:22]=[CH:21][CH:20]=[CH:19][C:18]=2[C:23]2[S:24][C:25]3[CH:26]=[N:27][CH:28]=[CH:29][C:30]=3[N:31]=2)=[O:15])[CH:3]=1.[NH2:32][CH2:33][C:34]1[CH:39]=[CH:38][CH:37]=[CH:36][N:35]=1, predict the reaction product. The product is: [ClH:1].[N:35]1[CH:36]=[CH:37][CH:38]=[CH:39][C:34]=1[CH2:33][NH:32][C:2]1[N:7]=[C:6]([C:8]2[CH:13]=[CH:12][CH:11]=[CH:10][CH:9]=2)[N:5]=[C:4]([C:14]([NH:16][C:17]2[CH:22]=[CH:21][CH:20]=[CH:19][C:18]=2[C:23]2[S:24][C:25]3[CH:26]=[N:27][CH:28]=[CH:29][C:30]=3[N:31]=2)=[O:15])[CH:3]=1. (9) Given the reactants [CH2:1]([C:3]1[CH:9]=[CH:8][C:6]([NH2:7])=[CH:5][CH:4]=1)[CH3:2].II, predict the reaction product. The product is: [CH2:1]([C:3]1[CH:4]=[C:5]2[C:6](=[CH:8][CH:9]=1)[NH:7][C:3]([CH3:9])([CH3:1])[CH:4]=[C:5]2[CH3:6])[CH3:2].